This data is from Catalyst prediction with 721,799 reactions and 888 catalyst types from USPTO. The task is: Predict which catalyst facilitates the given reaction. (1) Reactant: [OH-:1].[Na+:2].[CH:3]1([C:8]2[C:9](=[O:21])[O:10][C:11](=[O:20])[C:12]=2[C@H:13]2[CH2:18][CH2:17][C@@H:16]([OH:19])[CH2:15][CH2:14]2)[CH2:7][CH2:6][CH2:5][CH2:4]1. Product: [CH:3]1(/[C:8](=[C:12](\[C@H:13]2[CH2:18][CH2:17][C@@H:16]([OH:19])[CH2:15][CH2:14]2)/[C:11]([O-:10])=[O:20])/[C:9]([O-:21])=[O:1])[CH2:7][CH2:6][CH2:5][CH2:4]1.[Na+:2].[Na+:2]. The catalyst class is: 12. (2) Reactant: FC(F)(F)C(O)=O.[CH3:8][O:9][C:10](=[O:33])[C:11]1[CH:16]=[C:15]([O:17]COC)[CH:14]=[C:13]([O:21][C:22]2[CH:23]=[N:24][C:25]([S:28]([CH2:31][CH3:32])(=[O:30])=[O:29])=[CH:26][CH:27]=2)[CH:12]=1. Product: [CH3:8][O:9][C:10](=[O:33])[C:11]1[CH:16]=[C:15]([OH:17])[CH:14]=[C:13]([O:21][C:22]2[CH:23]=[N:24][C:25]([S:28]([CH2:31][CH3:32])(=[O:30])=[O:29])=[CH:26][CH:27]=2)[CH:12]=1. The catalyst class is: 2. (3) Reactant: Br[C:2]1[CH:18]=[C:17]([CH2:19][CH3:20])[C:5]([C:6]([NH:8][CH2:9][C:10]2[CH:15]=[CH:14][C:13]([Cl:16])=[CH:12][CH:11]=2)=[O:7])=[C:4]([CH2:21][CH3:22])[CH:3]=1.[NH:23]1[CH2:28][CH2:27][O:26][CH2:25][CH2:24]1.C(=O)([O-])[O-].[Cs+].[Cs+].C1(P(C2C=CC=CC=2)C2C=CC3C(=CC=CC=3)C=2C2C3C(=CC=CC=3)C=CC=2P(C2C=CC=CC=2)C2C=CC=CC=2)C=CC=CC=1. Product: [Cl:16][C:13]1[CH:14]=[CH:15][C:10]([CH2:9][NH:8][C:6](=[O:7])[C:5]2[C:17]([CH2:19][CH3:20])=[CH:18][C:2]([N:23]3[CH2:28][CH2:27][O:26][CH2:25][CH2:24]3)=[CH:3][C:4]=2[CH2:21][CH3:22])=[CH:11][CH:12]=1. The catalyst class is: 101. (4) Reactant: [NH3:1].[CH2:2]([O:9][C:10]1[CH:15]=[CH:14][C:13]([N:16]2[C:22](=[O:23])[C:21]3[C:24](Cl)=[N:25][CH:26]=[N:27][C:20]=3[O:19][CH2:18][CH2:17]2)=[CH:12][C:11]=1[F:29])[C:3]1[CH:8]=[CH:7][CH:6]=[CH:5][CH:4]=1. Product: [NH2:1][C:24]1[C:21]2[C:22](=[O:23])[N:16]([C:13]3[CH:14]=[CH:15][C:10]([O:9][CH2:2][C:3]4[CH:8]=[CH:7][CH:6]=[CH:5][CH:4]=4)=[C:11]([F:29])[CH:12]=3)[CH2:17][CH2:18][O:19][C:20]=2[N:27]=[CH:26][N:25]=1. The catalyst class is: 12. (5) Reactant: [CH2:1]([O:3][C:4]([C:6]1[CH:7]=[N:8][N:9]([C:11]2[N:20]([CH2:21][O:22][CH2:23][CH2:24][Si:25]([CH3:28])([CH3:27])[CH3:26])[C:19](=[O:29])[C:18]3[C:13](=[CH:14][CH:15]=[C:16]([NH2:30])[CH:17]=3)[N:12]=2)[CH:10]=1)=[O:5])[CH3:2].[CH:31](=O)[C:32]1[CH:37]=[CH:36][CH:35]=[CH:34][CH:33]=1.C(O[BH-](OC(=O)C)OC(=O)C)(=O)C.[Na+]. Product: [CH2:1]([O:3][C:4]([C:6]1[CH:7]=[N:8][N:9]([C:11]2[N:20]([CH2:21][O:22][CH2:23][CH2:24][Si:25]([CH3:28])([CH3:27])[CH3:26])[C:19](=[O:29])[C:18]3[C:13](=[CH:14][CH:15]=[C:16]([NH:30][CH2:31][C:32]4[CH:37]=[CH:36][CH:35]=[CH:34][CH:33]=4)[CH:17]=3)[N:12]=2)[CH:10]=1)=[O:5])[CH3:2]. The catalyst class is: 26. (6) Reactant: C(=O)([O-])[O-].[Cs+].[Cs+].[NH2:7][C:8]([C:10]1[C:14]([NH:15][C:16](=[O:28])[C:17]2[CH:22]=[C:21]([I:23])[CH:20]=[N:19][C:18]=2[O:24][CH2:25][CH2:26][CH3:27])=[C:13]([CH2:29][CH3:30])[NH:12][N:11]=1)=[O:9].[C:31]([O:35][C:36]([N:38]1[CH2:41][CH:40](I)[CH2:39]1)=[O:37])([CH3:34])([CH3:33])[CH3:32]. Product: [NH2:7][C:8]([C:10]1[C:14]([NH:15][C:16]([C:17]2[C:18]([O:24][CH2:25][CH2:26][CH3:27])=[N:19][CH:20]=[C:21]([I:23])[CH:22]=2)=[O:28])=[C:13]([CH2:29][CH3:30])[N:12]([CH:40]2[CH2:39][N:38]([C:36]([O:35][C:31]([CH3:34])([CH3:33])[CH3:32])=[O:37])[CH2:41]2)[N:11]=1)=[O:9]. The catalyst class is: 9. (7) Reactant: [CH3:1][CH2:2][CH2:3][C:4]([O:6][C@@:7]1([C:30]([CH2:32][O:33][C:34]([CH3:36])=[O:35])=[O:31])[C@@:11]2([CH3:29])[CH2:12][C@H:13]([OH:28])[C@:14]3([F:27])[C@:24]4([CH3:25])[C:18](=[CH:19][C:20]([CH:22]=[CH:23]4)=[O:21])[C@@H:17]([F:26])[CH2:16][C@H:15]3[C@@H:10]2[CH2:9][CH2:8]1)=[O:5].O. Product: [CH3:1][CH2:2][CH2:3][C:4]([O:6][C@@:7]1([C:30]([CH2:32][O:33][C:34]([CH3:36])=[O:35])=[O:31])[C@@:11]2([CH3:29])[CH2:12][C@H:13]([OH:28])[C@:14]3([F:27])[C@:24]4([CH3:25])[C:18](=[CH:19][C:20]([CH:22]=[CH:23]4)=[O:21])[C@@H:17]([F:26])[CH2:16][C@H:15]3[C@@H:10]2[CH2:9][CH2:8]1)=[O:5]. The catalyst class is: 5.